Dataset: Catalyst prediction with 721,799 reactions and 888 catalyst types from USPTO. Task: Predict which catalyst facilitates the given reaction. (1) Reactant: [CH:1]1([O:6][C:7]2[CH:8]=[C:9]([CH:15]([N:21]3[C:29](=[O:30])[C:28]4[C:23](=[CH:24][CH:25]=[C:26]([CH3:31])[CH:27]=4)[C:22]3=[O:32])[CH2:16][C:17]([NH:19][OH:20])=[O:18])[CH:10]=[CH:11][C:12]=2[O:13][CH3:14])[CH2:5][CH2:4][CH2:3][CH2:2]1.[C:33](OC(=O)C)(=[O:35])[CH3:34]. Product: [C:33]([O:20][NH:19][C:17](=[O:18])[CH2:16][CH:15]([C:9]1[CH:10]=[CH:11][C:12]([O:13][CH3:14])=[C:7]([O:6][CH:1]2[CH2:2][CH2:3][CH2:4][CH2:5]2)[CH:8]=1)[N:21]1[C:29](=[O:30])[C:28]2[C:23](=[CH:24][CH:25]=[C:26]([CH3:31])[CH:27]=2)[C:22]1=[O:32])(=[O:35])[CH3:34]. The catalyst class is: 10. (2) Reactant: [OH-].[Li+].[CH:3]1([CH2:6][N:7]2[C:19]3[CH2:18][CH2:17][CH:16]([CH:20]4[CH2:25][CH2:24][O:23][CH2:22][CH2:21]4)[CH2:15][C:14]=3[C:13]3[C:8]2=[CH:9][CH:10]=[C:11]([C:26]([O:28]C)=[O:27])[CH:12]=3)[CH2:5][CH2:4]1.Cl. Product: [CH:3]1([CH2:6][N:7]2[C:19]3[CH2:18][CH2:17][CH:16]([CH:20]4[CH2:25][CH2:24][O:23][CH2:22][CH2:21]4)[CH2:15][C:14]=3[C:13]3[C:8]2=[CH:9][CH:10]=[C:11]([C:26]([OH:28])=[O:27])[CH:12]=3)[CH2:4][CH2:5]1. The catalyst class is: 40. (3) Reactant: Br[CH2:2][C:3]([C:5]1[CH:10]=[CH:9][CH:8]=[CH:7][CH:6]=1)=O.[OH:11][C:12]1[CH:20]=[CH:19][C:15]([C:16]([NH2:18])=[S:17])=[CH:14][CH:13]=1. Product: [C:5]1([C:3]2[N:18]=[C:16]([C:15]3[CH:19]=[CH:20][C:12]([OH:11])=[CH:13][CH:14]=3)[S:17][CH:2]=2)[CH:10]=[CH:9][CH:8]=[CH:7][CH:6]=1. The catalyst class is: 8. (4) Reactant: [CH3:1][C:2]1([CH3:20])[C:6](=[O:7])[C:5]2[CH:8]=[C:9]([CH2:12][NH:13]C(=O)C(F)(F)F)[CH:10]=[CH:11][C:4]=2[O:3]1. Product: [CH3:1][C:2]1([CH3:20])[C:6](=[O:7])[C:5]2[CH:8]=[C:9]([CH2:12][NH2:13])[CH:10]=[CH:11][C:4]=2[O:3]1. The catalyst class is: 547. (5) Reactant: [OH:1][C:2]1[C:9]([CH3:10])=[CH:8][CH:7]=[CH:6][C:3]=1[CH:4]=[O:5].C(=O)([O-])[O-].[K+].[K+].[CH2:17](Br)[C:18]1[CH:23]=[CH:22][CH:21]=[CH:20][CH:19]=1.O. Product: [CH2:17]([O:1][C:2]1[C:9]([CH3:10])=[CH:8][CH:7]=[CH:6][C:3]=1[CH:4]=[O:5])[C:18]1[CH:23]=[CH:22][CH:21]=[CH:20][CH:19]=1. The catalyst class is: 9. (6) Reactant: [C:1]([O:5][C@@H:6]([C:12]1[C:13]([CH3:36])=[N:14][C:15]2[N:16]([N:19]=[C:20]([C:22](=[O:35])[NH:23][CH2:24][C:25](=[O:34])[CH2:26][C:27]3[CH:32]=[CH:31][C:30]([F:33])=[CH:29][CH:28]=3)[CH:21]=2)[C:17]=1I)[C:7]([O:9][CH2:10][CH3:11])=[O:8])([CH3:4])([CH3:3])[CH3:2].[C:37]1([C:43]2([OH:49])[CH2:48][CH2:47][NH:46][CH2:45][CH2:44]2)[CH:42]=[CH:41][CH:40]=[CH:39][CH:38]=1.CCN(C(C)C)C(C)C. Product: [C:1]([O:5][C@@H:6]([C:12]1[C:13]([CH3:36])=[N:14][C:15]2[N:16]([N:19]=[C:20]([C:22](=[O:35])[NH:23][CH2:24][C:25](=[O:34])[CH2:26][C:27]3[CH:32]=[CH:31][C:30]([F:33])=[CH:29][CH:28]=3)[CH:21]=2)[C:17]=1[N:46]1[CH2:47][CH2:48][C:43]([OH:49])([C:37]2[CH:38]=[CH:39][CH:40]=[CH:41][CH:42]=2)[CH2:44][CH2:45]1)[C:7]([O:9][CH2:10][CH3:11])=[O:8])([CH3:4])([CH3:3])[CH3:2]. The catalyst class is: 179. (7) Reactant: [CH3:1][N:2]([CH:10]1[CH2:15][CH2:14][CH:13]([O:16][C:17]2[C:28]3[C:27]4[C@@H:26]([CH2:29][CH2:30][C:31]5[O:32][CH:33]=[CH:34][N:35]=5)[CH2:25][CH2:24][C:23]=4[S:22][C:21]=3[N:20]=[CH:19][N:18]=2)[CH2:12][CH2:11]1)C(=O)OC(C)(C)C.Cl. Product: [CH3:1][NH:2][CH:10]1[CH2:11][CH2:12][CH:13]([O:16][C:17]2[C:28]3[C:27]4[C@@H:26]([CH2:29][CH2:30][C:31]5[O:32][CH:33]=[CH:34][N:35]=5)[CH2:25][CH2:24][C:23]=4[S:22][C:21]=3[N:20]=[CH:19][N:18]=2)[CH2:14][CH2:15]1. The catalyst class is: 4.